This data is from Reaction yield outcomes from USPTO patents with 853,638 reactions. The task is: Predict the reaction yield, written as a fraction of the theoretical maximum amount of product (1.0 means a 100% yield; for example, 0.34 means a 34% yield). (1) The reactants are [Si:1]([O:18][C@@H:19]1[CH2:35][C:34]2[C@@:22]([CH3:40])([CH:23]3[CH:31]([CH2:32][CH:33]=2)[CH:30]2[C@@:26]([CH3:39])([C@@H:27]([C:36](=[O:38])[CH3:37])[CH2:28][CH2:29]2)[CH2:25][CH2:24]3)[CH2:21][CH2:20]1)([C:14]([CH3:17])([CH3:16])[CH3:15])([C:8]1[CH:13]=[CH:12][CH:11]=[CH:10][CH:9]=1)[C:2]1[CH:7]=[CH:6][CH:5]=[CH:4][CH:3]=1.B(F)(F)F.CCOCC.[C:50]([O-:53])(=[O:52])[CH3:51].C([O-])(=O)C.C([O-])(=O)C.C([O-])(=O)C.[Pb+4]. The catalyst is C1(C)C=CC=CC=1.CO. The product is [C:50]([O:53][CH2:37][C:36]([C@@H:27]1[C@:26]2([CH3:39])[CH:30]([CH:31]3[CH:23]([CH2:24][CH2:25]2)[C@:22]2([CH3:40])[C:34]([CH2:35][C@@H:19]([O:18][Si:1]([C:14]([CH3:17])([CH3:16])[CH3:15])([C:8]4[CH:9]=[CH:10][CH:11]=[CH:12][CH:13]=4)[C:2]4[CH:3]=[CH:4][CH:5]=[CH:6][CH:7]=4)[CH2:20][CH2:21]2)=[CH:33][CH2:32]3)[CH2:29][CH2:28]1)=[O:38])(=[O:52])[CH3:51]. The yield is 0.630. (2) The yield is 0.650. The product is [F:29][C:18]1[CH:17]=[C:16]([N:12]2[CH2:11][C@H:10]([CH2:9][NH:8][C:6]([NH2:5])=[O:7])[O:14][C:13]2=[O:15])[CH:21]=[CH:20][C:19]=1[C:22]1[S:23][CH2:24][C:25](=[O:28])[NH:26][N:27]=1. The reactants are C[Si]([N:5]=[C:6]=[O:7])(C)C.[NH2:8][CH2:9][C@@H:10]1[O:14][C:13](=[O:15])[N:12]([C:16]2[CH:21]=[CH:20][C:19]([C:22]3[S:23][CH2:24][C:25](=[O:28])[NH:26][N:27]=3)=[C:18]([F:29])[CH:17]=2)[CH2:11]1. The catalyst is C1COCC1. (3) The reactants are Br[C:2]1[CH:7]=[CH:6][C:5]2[C:8]3[CH2:9][N:10]([C:15]([O:17][C:18]([CH3:21])([CH3:20])[CH3:19])=[O:16])[CH2:11][CH2:12][C:13]=3[O:14][C:4]=2[CH:3]=1.[F:22][C:23]([F:40])([F:39])[C:24]1[N:29]=[N:28][C:27]([CH2:30][O:31][C:32]2[CH:37]=[CH:36][NH:35][C:34](=[O:38])[CH:33]=2)=[CH:26][CH:25]=1. No catalyst specified. The product is [O:38]=[C:34]1[CH:33]=[C:32]([O:31][CH2:30][C:27]2[N:28]=[N:29][C:24]([C:23]([F:40])([F:39])[F:22])=[CH:25][CH:26]=2)[CH:37]=[CH:36][N:35]1[C:2]1[CH:7]=[CH:6][C:5]2[C:8]3[CH2:9][N:10]([C:15]([O:17][C:18]([CH3:21])([CH3:20])[CH3:19])=[O:16])[CH2:11][CH2:12][C:13]=3[O:14][C:4]=2[CH:3]=1. The yield is 0.760.